From a dataset of Reaction yield outcomes from USPTO patents with 853,638 reactions. Predict the reaction yield, written as a fraction of the theoretical maximum amount of product (1.0 means a 100% yield; for example, 0.34 means a 34% yield). The reactants are Cl[C:2]1[N:6]([CH2:7][O:8][CH2:9][CH2:10][O:11][CH3:12])[C:5]2[CH:13]=[C:14]([Cl:20])[C:15]([N+:17]([O-:19])=[O:18])=[CH:16][C:4]=2[N:3]=1.[CH2:21]([O:23][C:24]([C:26]1[CH:27]=[N:28][NH:29][CH:30]=1)=[O:25])[CH3:22].C(=O)([O-])[O-].[Cs+].[Cs+]. The catalyst is CN(C=O)C. The product is [CH2:21]([O:23][C:24]([C:26]1[CH:27]=[N:28][N:29]([C:2]2[N:6]([CH2:7][O:8][CH2:9][CH2:10][O:11][CH3:12])[C:5]3[CH:13]=[C:14]([Cl:20])[C:15]([N+:17]([O-:19])=[O:18])=[CH:16][C:4]=3[N:3]=2)[CH:30]=1)=[O:25])[CH3:22]. The yield is 0.980.